From a dataset of Forward reaction prediction with 1.9M reactions from USPTO patents (1976-2016). Predict the product of the given reaction. (1) Given the reactants NCCN(CC)CCOC1C(F)=NC=CC=1.IC1C=CC2N(C=C(C(OCC)=O)N=2)C=1.[CH2:32]([N:34]([CH2:45][CH2:46][NH:47][C:48]([C:50]1[CH:59]=[N:58][C:57]2[C:52](=[CH:53][CH:54]=[C:55]([I:60])C=2)[N:51]=1)=[O:49])[CH2:35][CH2:36][O:37][C:38]1[C:39]([F:44])=[N:40][CH:41]=[CH:42][CH:43]=1)[CH3:33], predict the reaction product. The product is: [CH2:32]([N:34]([CH2:45][CH2:46][NH:47][C:48]([C:50]1[N:51]=[C:52]2[CH:53]=[CH:54][C:55]([I:60])=[CH:57][N:58]2[CH:59]=1)=[O:49])[CH2:35][CH2:36][O:37][C:38]1[C:39]([F:44])=[N:40][CH:41]=[CH:42][CH:43]=1)[CH3:33]. (2) Given the reactants [H-].[K+].Br[C:4]1[CH:12]=[C:11]2[C:7]([CH:8]=[CH:9][NH:10]2)=[CH:6][CH:5]=1.C([Li])(C)(C)C.[Cl:18][C:19]1[CH:30]=[CH:29][C:22]([C:23](N(OC)C)=[O:24])=[CH:21][C:20]=1[S:31](=[O:34])(=[O:33])[NH2:32], predict the reaction product. The product is: [Cl:18][C:19]1[CH:30]=[CH:29][C:22]([C:23]([C:4]2[CH:12]=[C:11]3[C:7]([CH:8]=[CH:9][NH:10]3)=[CH:6][CH:5]=2)=[O:24])=[CH:21][C:20]=1[S:31]([NH2:32])(=[O:34])=[O:33]. (3) Given the reactants Br[CH2:2][C:3]1[CH:4]=[C:5]([C:10]2[N:14]=[C:13]([C:15]3[S:16][CH:17]=[CH:18][C:19]=3[Cl:20])[O:12][N:11]=2)[CH:6]=[CH:7][C:8]=1[Cl:9].[NH:21]1[CH2:25][CH2:24][CH2:23][CH2:22]1.CCN(CC)CC, predict the reaction product. The product is: [Cl:9][C:8]1[CH:7]=[CH:6][C:5]([C:10]2[N:14]=[C:13]([C:15]3[S:16][CH:17]=[CH:18][C:19]=3[Cl:20])[O:12][N:11]=2)=[CH:4][C:3]=1[CH2:2][N:21]1[CH2:25][CH2:24][CH2:23][CH2:22]1. (4) Given the reactants Br[CH2:2][C:3]1[CH:8]=[CH:7][C:6]([O:9][C:10]([F:13])([F:12])[F:11])=[CH:5][CH:4]=1.[C-:14]#[N:15].[K+], predict the reaction product. The product is: [F:11][C:10]([F:13])([F:12])[O:9][C:6]1[CH:7]=[CH:8][C:3]([CH2:2][C:14]#[N:15])=[CH:4][CH:5]=1. (5) The product is: [CH3:10][C:11]1[C:15]([C:2]2[O:6][C:5]([CH3:7])=[C:4]([CH:8]=[O:9])[CH:3]=2)=[C:14]([CH3:19])[O:13][N:12]=1. Given the reactants Br[C:2]1[O:6][C:5]([CH3:7])=[C:4]([CH:8]=[O:9])[CH:3]=1.[CH3:10][C:11]1[C:15](B(O)O)=[C:14]([CH3:19])[O:13][N:12]=1.C(=O)([O-])[O-].[Na+].[Na+].COCCOC, predict the reaction product.